The task is: Predict the reaction yield, written as a fraction of the theoretical maximum amount of product (1.0 means a 100% yield; for example, 0.34 means a 34% yield).. This data is from Reaction yield outcomes from USPTO patents with 853,638 reactions. (1) The reactants are Br[CH:2]1[CH2:8][CH2:7][N:6]([CH2:9][CH2:10][O:11][CH3:12])[C:5]2=[N:13][N:14]([CH2:16][C:17]3[CH:22]=[CH:21][C:20]([O:23][CH3:24])=[CH:19][CH:18]=3)[CH:15]=[C:4]2[C:3]1=[O:25].[C:26]([S-:28])#[N:27].[K+].O. The catalyst is CC(C)=O. The product is [CH3:24][O:23][C:20]1[CH:21]=[CH:22][C:17]([CH2:16][N:14]2[CH:15]=[C:4]3[C:5]([N:6]([CH2:9][CH2:10][O:11][CH3:12])[CH2:7][CH2:8][CH:2]([S:28][C:26]#[N:27])[C:3]3=[O:25])=[N:13]2)=[CH:18][CH:19]=1. The yield is 0.930. (2) The reactants are [CH3:1][C:2]1[CH:9]=[CH:8][C:5]([CH2:6][NH2:7])=[CH:4][CH:3]=1.F[C:11]1[CH:19]=[N:18][CH:17]=[CH:16][C:12]=1[C:13]([OH:15])=[O:14]. No catalyst specified. The product is [CH3:1][C:2]1[CH:9]=[CH:8][C:5]([CH2:6][NH:7][C:16]2[CH:17]=[N:18][CH:19]=[CH:11][C:12]=2[C:13]([OH:15])=[O:14])=[CH:4][CH:3]=1. The yield is 0.510.